From a dataset of Catalyst prediction with 721,799 reactions and 888 catalyst types from USPTO. Predict which catalyst facilitates the given reaction. (1) The catalyst class is: 564. Product: [C:1]([C:3]1[CH:23]=[C:22]([C:34]2[N:35]=[C:36]([NH:40][C:41]3[CH:46]=[CH:45][C:44]([N:47]4[CH2:52][CH2:51][CH:50]([N:53]5[CH2:54][CH2:55][O:56][CH2:57][CH2:58]5)[CH2:49][CH2:48]4)=[C:43]([O:59][CH3:60])[CH:42]=3)[N:37]=[CH:38][N:39]=2)[CH:21]=[CH:20][C:4]=1[O:5][C@H:6]1[CH2:11][CH2:10][N:9]([C:12]([O:14][C:15]([CH3:16])([CH3:17])[CH3:18])=[O:13])[CH2:8][C@H:7]1[F:19])#[N:2]. Reactant: [C:1]([C:3]1[CH:23]=[C:22](B2OC(C)(C)C(C)(C)O2)[CH:21]=[CH:20][C:4]=1[O:5][C@H:6]1[CH2:11][CH2:10][N:9]([C:12]([O:14][C:15]([CH3:18])([CH3:17])[CH3:16])=[O:13])[CH2:8][C@H:7]1[F:19])#[N:2].Cl[C:34]1[N:39]=[CH:38][N:37]=[C:36]([NH:40][C:41]2[CH:46]=[CH:45][C:44]([N:47]3[CH2:52][CH2:51][CH:50]([N:53]4[CH2:58][CH2:57][O:56][CH2:55][CH2:54]4)[CH2:49][CH2:48]3)=[C:43]([O:59][CH3:60])[CH:42]=2)[N:35]=1.C(=O)([O-])[O-].[Na+].[Na+].C1(P(C2C=CC=CC=2)C2C=CC=CC=2)C=CC=CC=1. (2) Reactant: [Br:1][C:2]1[CH:3]=[CH:4][CH:5]=[C:6]2[C:11]=1[N:10]=[C:9](Cl)[N:8]=[C:7]2[OH:13].[CH3:14][C:15]([NH2:18])([CH3:17])[CH3:16]. Product: [Br:1][C:2]1[CH:3]=[CH:4][CH:5]=[C:6]2[C:11]=1[N:10]=[C:9]([NH:18][C:15]([CH3:17])([CH3:16])[CH3:14])[NH:8][C:7]2=[O:13]. The catalyst class is: 61.